This data is from NCI-60 drug combinations with 297,098 pairs across 59 cell lines. The task is: Regression. Given two drug SMILES strings and cell line genomic features, predict the synergy score measuring deviation from expected non-interaction effect. Drug 1: C1=CN(C(=O)N=C1N)C2C(C(C(O2)CO)O)O.Cl. Synergy scores: CSS=44.4, Synergy_ZIP=0.394, Synergy_Bliss=1.09, Synergy_Loewe=-36.1, Synergy_HSA=1.06. Drug 2: COC1=NC(=NC2=C1N=CN2C3C(C(C(O3)CO)O)O)N. Cell line: NCIH23.